From a dataset of Full USPTO retrosynthesis dataset with 1.9M reactions from patents (1976-2016). Predict the reactants needed to synthesize the given product. (1) Given the product [F:10][C:11]1[CH:16]=[C:15]([OH:17])[CH:14]=[CH:13][C:12]=1[C:18]1[S:20][C:3]2[CH2:4][NH:5][CH2:6][CH2:7][C:8]=2[N:19]=1, predict the reactants needed to synthesize it. The reactants are: Br.Br[CH:3]1[C:8](=O)[CH2:7][CH2:6][NH:5][CH2:4]1.[F:10][C:11]1[CH:16]=[C:15]([OH:17])[CH:14]=[CH:13][C:12]=1[C:18](=[S:20])[NH2:19]. (2) Given the product [NH2:32][C:33]1[C:38]([NH:39][CH3:40])=[CH:37][C:36]([C:16]2[CH:17]=[CH:18][C:13]([O:12][CH2:11][CH2:10][N:2]([CH3:1])[C:3](=[O:9])[O:4][C:5]([CH3:6])([CH3:8])[CH3:7])=[C:14]([C:28]([F:29])([F:30])[F:31])[CH:15]=2)=[N:35][C:34]=1[C:42]#[N:43], predict the reactants needed to synthesize it. The reactants are: [CH3:1][N:2]([CH2:10][CH2:11][O:12][C:13]1[CH:18]=[CH:17][C:16](B2OC(C)(C)C(C)(C)O2)=[CH:15][C:14]=1[C:28]([F:31])([F:30])[F:29])[C:3](=[O:9])[O:4][C:5]([CH3:8])([CH3:7])[CH3:6].[NH2:32][C:33]1[C:34]([C:42]#[N:43])=[N:35][C:36](Cl)=[CH:37][C:38]=1[NH:39][CH3:40].P([O-])([O-])([O-])=O.[K+].[K+].[K+].C1(P(C2CCCCC2)C2CCCCC2)CCCCC1. (3) Given the product [CH2:1]([O:8][C:9]1[C:14]2[N:15]([CH2:19][CH2:20][O:21][CH3:22])[C:16]([CH3:18])=[N:17][C:13]=2[CH:12]=[C:11]([C:23]([N:27]([CH2:28][CH2:29][OH:30])[CH3:26])=[O:25])[CH:10]=1)[C:2]1[CH:3]=[CH:4][CH:5]=[CH:6][CH:7]=1, predict the reactants needed to synthesize it. The reactants are: [CH2:1]([O:8][C:9]1[C:14]2[N:15]([CH2:19][CH2:20][O:21][CH3:22])[C:16]([CH3:18])=[N:17][C:13]=2[CH:12]=[C:11]([C:23]([OH:25])=O)[CH:10]=1)[C:2]1[CH:7]=[CH:6][CH:5]=[CH:4][CH:3]=1.[CH3:26][NH:27][CH2:28][CH2:29][OH:30]. (4) Given the product [C:1]([O:5][C:6]([N:8]1[CH2:15][CH:14]2[N:16]([C:17]([O:19][C:20]([CH3:22])([CH3:21])[CH3:23])=[O:18])[CH:10]([CH2:11][C:12]([C:40]3[S:44][C:43]([O:45][CH2:46][CH2:47][OH:48])=[N:42][CH:41]=3)=[C:13]2[C:24](=[O:39])[N:25]([CH:36]2[CH2:37][CH2:38]2)[CH2:26][C:27]2[CH:32]=[CH:31][CH:30]=[C:29]([O:33][CH3:34])[C:28]=2[CH3:35])[CH2:9]1)=[O:7])([CH3:2])([CH3:3])[CH3:4], predict the reactants needed to synthesize it. The reactants are: [C:1]([O:5][C:6]([N:8]1[CH2:15][CH:14]2[N:16]([C:17]([O:19][C:20]([CH3:23])([CH3:22])[CH3:21])=[O:18])[CH:10]([CH2:11][C:12]([C:40]3[S:44][C:43]([O:45][CH2:46][CH2:47][O:48][Si](C(C)(C)C)(C)C)=[N:42][CH:41]=3)=[C:13]2[C:24](=[O:39])[N:25]([CH:36]2[CH2:38][CH2:37]2)[CH2:26][C:27]2[CH:32]=[CH:31][CH:30]=[C:29]([O:33][CH3:34])[C:28]=2[CH3:35])[CH2:9]1)=[O:7])([CH3:4])([CH3:3])[CH3:2].C1(C)C=CC(S(O)(=O)=O)=CC=1.C([O-])([O-])=O.[Na+].[Na+]. (5) Given the product [CH2:1]([O:8][CH2:9][CH2:10][CH2:11][C@H:12]([NH:13][C:14](=[O:15])[O:16][C:17]([CH3:18])([CH3:19])[CH3:20])[C:21]1[NH:34][C:31]2[CH:32]=[CH:33][C:28]([C:24]([CH3:27])([CH3:26])[CH3:25])=[CH:29][C:30]=2[N:35]=1)[C:2]1[CH:3]=[CH:4][CH:5]=[CH:6][CH:7]=1, predict the reactants needed to synthesize it. The reactants are: [CH2:1]([O:8][CH2:9][CH2:10][CH2:11][C@@H:12]([C:21](O)=O)[NH:13][C:14]([O:16][C:17]([CH3:20])([CH3:19])[CH3:18])=[O:15])[C:2]1[CH:7]=[CH:6][CH:5]=[CH:4][CH:3]=1.[C:24]([C:28]1[CH:33]=[CH:32][C:31]([NH2:34])=[C:30]([NH2:35])[CH:29]=1)([CH3:27])([CH3:26])[CH3:25]. (6) Given the product [CH2:51]([O:50][C:48](=[O:49])[N:13]([CH2:12][C:11]1[CH:38]=[C:39]([C:41]([F:44])([F:42])[F:43])[CH:40]=[C:9]([C:8]([F:7])([F:45])[F:46])[CH:10]=1)[CH2:14][C:15]1[C:16]([N:25]2[CH2:30][CH2:29][N:28]([CH2:31][CH:32]3[CH2:33][CH2:34][CH2:35][CH2:36][CH2:37]3)[CH2:27][CH2:26]2)=[N:17][C:18]2[C:23]([CH:24]=1)=[CH:22][CH:21]=[CH:20][CH:19]=2)[CH3:52], predict the reactants needed to synthesize it. The reactants are: C(=O)([O-])[O-].[K+].[K+].[F:7][C:8]([F:46])([F:45])[C:9]1[CH:10]=[C:11]([CH:38]=[C:39]([C:41]([F:44])([F:43])[F:42])[CH:40]=1)[CH2:12][NH:13][CH2:14][C:15]1[C:16]([N:25]2[CH2:30][CH2:29][N:28]([CH2:31][CH:32]3[CH2:37][CH2:36][CH2:35][CH2:34][CH2:33]3)[CH2:27][CH2:26]2)=[N:17][C:18]2[C:23]([CH:24]=1)=[CH:22][CH:21]=[CH:20][CH:19]=2.Cl[C:48]([O:50][CH2:51][CH3:52])=[O:49].O. (7) Given the product [F:18][C:2]1[C:11]2[C:6](=[CH:7][CH:8]=[CH:9][CH:10]=2)[C:5]([N:12]2[CH2:17][CH2:16][O:15][CH2:14][CH2:13]2)=[CH:4][N:3]=1, predict the reactants needed to synthesize it. The reactants are: Cl[C:2]1[C:11]2[C:6](=[CH:7][CH:8]=[CH:9][CH:10]=2)[C:5]([N:12]2[CH2:17][CH2:16][O:15][CH2:14][CH2:13]2)=[CH:4][N:3]=1.[F-:18].[Cs+].